From a dataset of NCI-60 drug combinations with 297,098 pairs across 59 cell lines. Regression. Given two drug SMILES strings and cell line genomic features, predict the synergy score measuring deviation from expected non-interaction effect. (1) Drug 1: CC=C1C(=O)NC(C(=O)OC2CC(=O)NC(C(=O)NC(CSSCCC=C2)C(=O)N1)C(C)C)C(C)C. Drug 2: C1CNP(=O)(OC1)N(CCCl)CCCl. Cell line: NCI/ADR-RES. Synergy scores: CSS=56.3, Synergy_ZIP=1.46, Synergy_Bliss=-2.47, Synergy_Loewe=-54.7, Synergy_HSA=-3.91. (2) Drug 1: CN(CCCl)CCCl.Cl. Drug 2: CCN(CC)CCCC(C)NC1=C2C=C(C=CC2=NC3=C1C=CC(=C3)Cl)OC. Cell line: HCT116. Synergy scores: CSS=68.9, Synergy_ZIP=-1.43, Synergy_Bliss=-2.11, Synergy_Loewe=-1.55, Synergy_HSA=0.818. (3) Drug 1: C1=C(C(=O)NC(=O)N1)F. Drug 2: C(CCl)NC(=O)N(CCCl)N=O. Cell line: T-47D. Synergy scores: CSS=23.9, Synergy_ZIP=-3.39, Synergy_Bliss=-7.98, Synergy_Loewe=-13.7, Synergy_HSA=-9.70. (4) Drug 1: CCCS(=O)(=O)NC1=C(C(=C(C=C1)F)C(=O)C2=CNC3=C2C=C(C=N3)C4=CC=C(C=C4)Cl)F. Drug 2: CC(C)(C#N)C1=CC(=CC(=C1)CN2C=NC=N2)C(C)(C)C#N. Cell line: HCT-15. Synergy scores: CSS=0.871, Synergy_ZIP=1.53, Synergy_Bliss=3.83, Synergy_Loewe=2.06, Synergy_HSA=1.03. (5) Cell line: K-562. Drug 1: C1CCN(CC1)CCOC2=CC=C(C=C2)C(=O)C3=C(SC4=C3C=CC(=C4)O)C5=CC=C(C=C5)O. Drug 2: CC1=C2C(C(=O)C3(C(CC4C(C3C(C(C2(C)C)(CC1OC(=O)C(C(C5=CC=CC=C5)NC(=O)C6=CC=CC=C6)O)O)OC(=O)C7=CC=CC=C7)(CO4)OC(=O)C)O)C)OC(=O)C. Synergy scores: CSS=69.5, Synergy_ZIP=9.37, Synergy_Bliss=3.27, Synergy_Loewe=0.944, Synergy_HSA=0.982.